From a dataset of Full USPTO retrosynthesis dataset with 1.9M reactions from patents (1976-2016). Predict the reactants needed to synthesize the given product. (1) Given the product [Cl:10][C:11]1[C:16]([C:17]2[N:9]=[C:7]3[CH:6]=[CH:5][CH:4]=[C:3]([O:2][CH3:1])[N:8]3[C:24]=2[NH:23][C:25]2[CH:34]=[CH:33][C:28]3[O:29][CH2:30][CH2:31][O:32][C:27]=3[CH:26]=2)=[C:15]([F:19])[C:14]([O:20][CH2:21][F:22])=[CH:13][CH:12]=1, predict the reactants needed to synthesize it. The reactants are: [CH3:1][O:2][C:3]1[N:8]=[C:7]([NH2:9])[CH:6]=[CH:5][CH:4]=1.[Cl:10][C:11]1[C:16]([CH:17]=O)=[C:15]([F:19])[C:14]([O:20][CH2:21][F:22])=[CH:13][CH:12]=1.[N+:23]([C:25]1[CH:34]=[CH:33][C:28]2[O:29][CH2:30][CH2:31][O:32][C:27]=2[CH:26]=1)#[C-:24].CCOC(C)=O. (2) Given the product [C:1]([C:5]1[CH:6]=[C:7]([C:22](=[O:24])[CH2:23][Cl:59])[CH:8]=[C:9]([CH2:11][O:12][CH2:13][CH2:14][OH:15])[CH:10]=1)([CH3:4])([CH3:3])[CH3:2], predict the reactants needed to synthesize it. The reactants are: [C:1]([C:5]1[CH:6]=[C:7]([C:22](=[O:24])[CH3:23])[CH:8]=[C:9]([CH2:11][O:12][CH2:13][CH2:14][O:15]C2CCCCO2)[CH:10]=1)([CH3:4])([CH3:3])[CH3:2].[Br-].[Br-].[Br-].C1([N+](C)(C)C)C=CC=CC=1.C1([N+](C)(C)C)C=CC=CC=1.C1([N+](C)(C)C)C=CC=CC=1.C(Cl)[Cl:59]. (3) Given the product [N:17]1[C:18]2[CH:19]=[CH:5][CH:4]=[CH:3][C:2]=2[NH:1][CH:20]=1, predict the reactants needed to synthesize it. The reactants are: [NH2:1][C@H:2](C(N)=O)[CH2:3][C:4]1C=CC(O)=C[CH:5]=1.Cl.C([N:17]([CH2:20]C)[CH2:18][CH3:19])C. (4) Given the product [F:1][C:2]1[CH:10]=[CH:9][C:8]([CH2:11][C:12]2[NH:13][C:14]([C:27]3[CH:32]=[CH:31][CH:30]=[C:29]([CH3:33])[N:28]=3)=[C:15]([C:17]3[CH:18]=[C:19]4[C:24](=[CH:25][CH:26]=3)[N:23]=[CH:22][CH:21]=[CH:20]4)[N:16]=2)=[CH:7][C:3]=1[C:4]([NH:44][CH2:45][CH2:46][OH:47])=[O:6], predict the reactants needed to synthesize it. The reactants are: [F:1][C:2]1[CH:10]=[CH:9][C:8]([CH2:11][C:12]2[NH:13][C:14]([C:27]3[CH:32]=[CH:31][CH:30]=[C:29]([CH3:33])[N:28]=3)=[C:15]([C:17]3[CH:18]=[C:19]4[C:24](=[CH:25][CH:26]=3)[N:23]=[CH:22][CH:21]=[CH:20]4)[N:16]=2)=[CH:7][C:3]=1[C:4]([OH:6])=O.C1C=CC2N(O)N=NC=2C=1.[NH2:44][CH2:45][CH2:46][OH:47].C(Cl)CCl. (5) Given the product [F:1][C:2]1[CH:35]=[C:34]([F:36])[CH:33]=[CH:32][C:3]=1[CH2:4][N:5]([CH2:29][CH2:30][CH3:31])[C:6](=[O:28])[CH2:7][O:8][C:9]1[CH:14]=[CH:13][C:12]([CH2:15][CH2:16][O:17][C:18]2[CH:27]=[CH:26][CH:25]=[CH:24][C:19]=2[C:20]([OH:22])=[O:21])=[CH:11][CH:10]=1, predict the reactants needed to synthesize it. The reactants are: [F:1][C:2]1[CH:35]=[C:34]([F:36])[CH:33]=[CH:32][C:3]=1[CH2:4][N:5]([CH2:29][CH2:30][CH3:31])[C:6](=[O:28])[CH2:7][O:8][C:9]1[CH:14]=[CH:13][C:12]([CH2:15][CH2:16][O:17][C:18]2[CH:27]=[CH:26][CH:25]=[CH:24][C:19]=2[C:20]([O:22]C)=[O:21])=[CH:11][CH:10]=1.[OH-].[Li+]. (6) Given the product [F:1][C:2]([F:16])([F:15])[C:3]1[CH:4]=[C:5]([CH:8]=[C:9]([C:11]([F:14])([F:13])[F:12])[CH:10]=1)[CH2:6][NH:23][C:20]1[N:21]=[N:22][N:18]([CH3:17])[N:19]=1, predict the reactants needed to synthesize it. The reactants are: [F:1][C:2]([F:16])([F:15])[C:3]1[CH:4]=[C:5]([CH:8]=[C:9]([C:11]([F:14])([F:13])[F:12])[CH:10]=1)[CH:6]=O.[CH3:17][N:18]1[N:22]=[N:21][C:20]([NH2:23])=[N:19]1.[BH4-].[Na+].